This data is from Forward reaction prediction with 1.9M reactions from USPTO patents (1976-2016). The task is: Predict the product of the given reaction. Given the reactants [CH3:1][O:2][C:3]1[CH:4]=[C:5]2[C:10](=[CH:11][C:12]=1[O:13][CH3:14])[N:9]=[CH:8][CH:7]=[C:6]2[O:15][C:16]1[CH:22]=[CH:21][C:19]([NH2:20])=[C:18]([CH3:23])[CH:17]=1.C(N(CC)CC)C.ClC(Cl)(O[C:35](=[O:41])OC(Cl)(Cl)Cl)Cl.[F:43][C:44]1[CH:49]=[CH:48][C:47]([C@H:50]([NH2:52])[CH3:51])=[CH:46][CH:45]=1, predict the reaction product. The product is: [CH3:1][O:2][C:3]1[CH:4]=[C:5]2[C:10](=[CH:11][C:12]=1[O:13][CH3:14])[N:9]=[CH:8][CH:7]=[C:6]2[O:15][C:16]1[CH:22]=[CH:21][C:19]([NH:20][C:35]([NH:52][C@@H:50]([C:47]2[CH:48]=[CH:49][C:44]([F:43])=[CH:45][CH:46]=2)[CH3:51])=[O:41])=[C:18]([CH3:23])[CH:17]=1.